Dataset: Reaction yield outcomes from USPTO patents with 853,638 reactions. Task: Predict the reaction yield, written as a fraction of the theoretical maximum amount of product (1.0 means a 100% yield; for example, 0.34 means a 34% yield). (1) The reactants are C(OP([CH2:9][C:10]([O:12][CH2:13][CH3:14])=[O:11])(OCC)=O)C.[H-].[Na+].[CH:17]1([CH:20]=O)[CH2:19][CH2:18]1. The catalyst is C1COCC1.C([O-])(O)=O.[Na+].CCOC(C)=O. The product is [CH:17]1([CH:20]=[CH:9][C:10]([O:12][CH2:13][CH3:14])=[O:11])[CH2:19][CH2:18]1. The yield is 0.970. (2) The reactants are Cl.[O:2]([NH2:4])[CH3:3].[Cl:5][C:6]1[CH:11]=[CH:10][C:9]([C:12]([CH:14]2[CH2:16][CH2:15]2)=O)=[CH:8][CH:7]=1. The catalyst is N1C=CC=CC=1. The product is [CH3:3][O:2][N:4]=[C:12]([C:9]1[CH:8]=[CH:7][C:6]([Cl:5])=[CH:11][CH:10]=1)[CH:14]1[CH2:16][CH2:15]1. The yield is 0.870. (3) The reactants are C[O:2][C:3]([C:5]1([CH2:12][NH2:13])[C:7]2([CH2:11][CH2:10][CH2:9][CH2:8]2)[CH2:6]1)=[O:4].O[Li].O. The catalyst is CO. The product is [NH2:13][CH2:12][C:5]1([C:3]([OH:4])=[O:2])[C:7]2([CH2:11][CH2:10][CH2:9][CH2:8]2)[CH2:6]1. The yield is 0.390. (4) The reactants are I[C:2]1[C:10]2[C:9]([CH3:11])=[N:8][CH:7]=[N:6][C:5]=2[N:4]([C@H:12]2[CH2:28][C@@H:15]3[O:16][CH:17]([C:20]4[CH:25]=[CH:24][C:23]([O:26][CH3:27])=[CH:22][CH:21]=4)[O:18][CH2:19][C@@H:14]3[CH2:13]2)[CH:3]=1.CCN(C(C)C)C(C)C.[C:38]([Si:40]([CH3:43])([CH3:42])[CH3:41])#[CH:39]. The catalyst is CN(C=O)C.[Cu]I.Cl[Pd](Cl)([P](C1C=CC=CC=1)(C1C=CC=CC=1)C1C=CC=CC=1)[P](C1C=CC=CC=1)(C1C=CC=CC=1)C1C=CC=CC=1. The product is [CH3:27][O:26][C:23]1[CH:24]=[CH:25][C:20]([CH:17]2[O:16][C@H:15]3[CH2:28][C@H:12]([N:4]4[C:5]5[N:6]=[CH:7][N:8]=[C:9]([CH3:11])[C:10]=5[C:2]([C:39]#[C:38][Si:40]([CH3:43])([CH3:42])[CH3:41])=[CH:3]4)[CH2:13][C@H:14]3[CH2:19][O:18]2)=[CH:21][CH:22]=1. The yield is 0.990. (5) The reactants are [F:1][C:2]1[CH:7]=[CH:6][C:5]([PH:8](=[O:10])[O-:9])=[CH:4][CH:3]=1.Br[C:12]1[CH:17]=[CH:16][C:15]([O:18][CH:19]([CH3:21])[CH3:20])=[C:14]([CH:22]=[CH2:23])[CH:13]=1.[CH2:24](N(CC)CC)[CH3:25]. The catalyst is C(#N)C.C([O-])(=O)C.[Pd+2].C([O-])(=O)C.C1(P(C2C=CC=CC=2)[C-]2C=CC=C2)C=CC=CC=1.[C-]1(P(C2C=CC=CC=2)C2C=CC=CC=2)C=CC=C1.[Fe+2]. The product is [F:1][C:2]1[CH:7]=[CH:6][C:5]([P:8]([C:12]2[CH:17]=[CH:16][C:15]([O:18][CH:19]([CH3:21])[CH3:20])=[C:14]([CH:22]=[CH2:23])[CH:13]=2)(=[O:9])[O:10][CH2:24][CH3:25])=[CH:4][CH:3]=1. The yield is 0.820.